Dataset: Reaction yield outcomes from USPTO patents with 853,638 reactions. Task: Predict the reaction yield, written as a fraction of the theoretical maximum amount of product (1.0 means a 100% yield; for example, 0.34 means a 34% yield). (1) The reactants are [H-].[Na+].[NH2:3][C:4]([NH2:6])=[S:5].[C:7](O[C:7]([O:9][C:10]([CH3:13])([CH3:12])[CH3:11])=[O:8])([O:9][C:10]([CH3:13])([CH3:12])[CH3:11])=[O:8]. The catalyst is O1CCCC1. The product is [C:10]([O:9][C:7]([NH:3][C:4]([NH:6][C:7]([O:9][C:10]([CH3:13])([CH3:12])[CH3:11])=[O:8])=[S:5])=[O:8])([CH3:13])([CH3:12])[CH3:11]. The yield is 0.600. (2) The reactants are [CH3:1][O:2][C:3](=[O:25])[CH2:4][C:5]1[C:14]([CH3:15])=[C:13](OS(C(F)(F)F)(=O)=O)[C:12]2[C:7](=[CH:8][CH:9]=[C:10]([F:24])[CH:11]=2)[CH:6]=1.C1(P(C2C=CC=CC=2)C2C=CC=CC=2)C=CC=CC=1.[CH:45]([N:48]([CH2:61][C:62]1[CH:67]=[CH:66][C:65]([O:68][CH3:69])=[CH:64][CH:63]=1)[S:49]([C:52]1[CH:57]=[CH:56][C:55](B(O)O)=[CH:54][CH:53]=1)(=[O:51])=[O:50])([CH3:47])[CH3:46].C(=O)([O-])[O-].[Na+].[Na+]. The catalyst is C(COC)OC.C([O-])(=O)C.[Pd+2].C([O-])(=O)C.O. The product is [CH3:1][O:2][C:3](=[O:25])[CH2:4][C:5]1[C:14]([CH3:15])=[C:13]([C:55]2[CH:54]=[CH:53][C:52]([S:49](=[O:50])(=[O:51])[N:48]([CH:45]([CH3:46])[CH3:47])[CH2:61][C:62]3[CH:63]=[CH:64][C:65]([O:68][CH3:69])=[CH:66][CH:67]=3)=[CH:57][CH:56]=2)[C:12]2[C:7](=[CH:8][CH:9]=[C:10]([F:24])[CH:11]=2)[CH:6]=1. The yield is 0.610. (3) The catalyst is C1COCC1.[Pd]. The reactants are [CH2:1]([O:3][C:4](=[O:24])[CH2:5][O:6][C:7]1[CH:12]=[CH:11][C:10]([O:13]CC2C=CC=CC=2)=[CH:9][C:8]=1[CH2:21][CH2:22][CH3:23])[CH3:2].[H][H]. The yield is 0.570. The product is [CH2:1]([O:3][C:4](=[O:24])[CH2:5][O:6][C:7]1[CH:12]=[CH:11][C:10]([OH:13])=[CH:9][C:8]=1[CH2:21][CH2:22][CH3:23])[CH3:2].